This data is from Forward reaction prediction with 1.9M reactions from USPTO patents (1976-2016). The task is: Predict the product of the given reaction. The product is: [F:30][C:2]1([F:1])[CH2:7][CH2:6][C:5]([CH2:9][NH:10][C:11]([C:13]2[C:14]3[CH:15]=[CH:16][C:17]([CH:24]4[CH2:28][CH2:27][C:26](=[O:29])[CH2:25]4)=[N:18][C:19]=3[CH:20]=[CH:21][C:22]=2[Cl:23])=[O:12])([OH:8])[CH2:4][CH2:3]1. Given the reactants [F:1][C:2]1([F:30])[CH2:7][CH2:6][C:5]([CH2:9][NH:10][C:11]([C:13]2[C:14]3[CH:15]=[CH:16][C:17]([C:24]4[CH2:28][CH2:27][C:26](=[O:29])[CH:25]=4)=[N:18][C:19]=3[CH:20]=[CH:21][C:22]=2[Cl:23])=[O:12])([OH:8])[CH2:4][CH2:3]1.C([SiH](CC)CC)C, predict the reaction product.